This data is from Peptide-MHC class I binding affinity with 185,985 pairs from IEDB/IMGT. The task is: Regression. Given a peptide amino acid sequence and an MHC pseudo amino acid sequence, predict their binding affinity value. This is MHC class I binding data. The peptide sequence is FRNQVKIRR. The MHC is HLA-A30:01 with pseudo-sequence HLA-A30:01. The binding affinity (normalized) is 0.0847.